From a dataset of Catalyst prediction with 721,799 reactions and 888 catalyst types from USPTO. Predict which catalyst facilitates the given reaction. Reactant: O[C:2]1[CH:9]=[C:8]([CH3:10])[C:5]([CH:6]=[O:7])=[C:4]([CH3:11])[C:3]=1[CH3:12].[H-].[Na+].C1C=CC(N([S:22]([C:25]([F:28])([F:27])[F:26])(=[O:24])=[O:23])[S:22]([C:25]([F:28])([F:27])[F:26])(=[O:24])=[O:23])=CC=1.Cl. Product: [CH3:11][C:4]1[C:3]([CH3:12])=[C:2]([S:22]([C:25]([F:28])([F:27])[F:26])(=[O:24])=[O:23])[CH:9]=[C:8]([CH3:10])[C:5]=1[CH:6]=[O:7]. The catalyst class is: 7.